The task is: Predict the product of the given reaction.. This data is from Forward reaction prediction with 1.9M reactions from USPTO patents (1976-2016). Given the reactants [Br:1][C:2]1[C:7]2[N:8]=[C:9](SC)[N:10]=[CH:11][C:6]=2[C:5](=[O:14])[N:4]([CH2:15][CH3:16])[CH:3]=1.ClC1C=CC=C(C(OO)=O)C=1.[CH3:28][N:29]1[CH2:34][CH2:33][N:32]([C:35]2[CH:41]=[CH:40][C:38]([NH2:39])=[CH:37][CH:36]=2)[CH2:31][CH2:30]1.C(N(C(C)C)C(C)C)C, predict the reaction product. The product is: [Br:1][C:2]1[C:7]2[N:8]=[C:9]([NH:39][C:38]3[CH:37]=[CH:36][C:35]([N:32]4[CH2:31][CH2:30][N:29]([CH3:28])[CH2:34][CH2:33]4)=[CH:41][CH:40]=3)[N:10]=[CH:11][C:6]=2[C:5](=[O:14])[N:4]([CH2:15][CH3:16])[CH:3]=1.